Dataset: Catalyst prediction with 721,799 reactions and 888 catalyst types from USPTO. Task: Predict which catalyst facilitates the given reaction. (1) Reactant: [OH-].[K+].N([CH2:5]NC(N)=O)=O.[CH2:10]([O:12][C:13]([N:15]1[C:23]2[C:18](=[C:19]([Br:24])[CH:20]=[CH:21][CH:22]=2)[C:17]([OH:25])=[N:16]1)=[O:14])[CH3:11]. Product: [CH2:10]([O:12][C:13]([N:15]1[C:23]2[C:18](=[C:19]([Br:24])[CH:20]=[CH:21][CH:22]=2)[C:17]([O:25][CH3:5])=[N:16]1)=[O:14])[CH3:11]. The catalyst class is: 332. (2) Reactant: [C:1]([O:5][C:6](=[O:29])[CH:7]([NH:11][S:12]([C:15]1[CH:20]=[CH:19][C:18]([C:21]2[CH:26]=[CH:25][C:24]([CH2:27][OH:28])=[CH:23][CH:22]=2)=[CH:17][CH:16]=1)(=[O:14])=[O:13])[CH:8]([CH3:10])[CH3:9])([CH3:4])([CH3:3])[CH3:2].Cl[C:31]1[CH:40]=[CH:39][C:38]2[C:33](=[CH:34][CH:35]=[CH:36][CH:37]=2)[N:32]=1.[H-].[Na+]. Product: [C:1]([O:5][C:6](=[O:29])[CH:7]([NH:11][S:12]([C:15]1[CH:16]=[CH:17][C:18]([C:21]2[CH:22]=[CH:23][C:24]([CH2:27][O:28][C:33]3[N:32]=[CH:31][C:40]4[C:35]([CH:34]=3)=[CH:36][CH:37]=[CH:38][CH:39]=4)=[CH:25][CH:26]=2)=[CH:19][CH:20]=1)(=[O:14])=[O:13])[CH:8]([CH3:10])[CH3:9])([CH3:3])([CH3:4])[CH3:2]. The catalyst class is: 3. (3) Reactant: [Cl:1][C:2]1[CH:3]=[C:4]([CH:8]([C:16]2([OH:22])[CH2:21][CH2:20][CH2:19][CH2:18][CH2:17]2)[CH2:9][N:10]2[CH2:15][CH2:14][NH:13][CH2:12][CH2:11]2)[CH:5]=[CH:6][CH:7]=1.[CH3:23][O:24][C:25]1[CH:26]=[C:27]2[C:32](=[CH:33][CH:34]=1)[CH:31]=[C:30]([CH:35]=O)[CH:29]=[CH:28]2.C(O[BH-](OC(=O)C)OC(=O)C)(=O)C.[Na+]. Product: [ClH:1].[ClH:1].[Cl:1][C:2]1[CH:3]=[C:4]([CH:8]([C:16]2([OH:22])[CH2:17][CH2:18][CH2:19][CH2:20][CH2:21]2)[CH2:9][N:10]2[CH2:15][CH2:14][N:13]([CH2:35][C:30]3[CH:29]=[CH:28][C:27]4[C:32](=[CH:33][CH:34]=[C:25]([O:24][CH3:23])[CH:26]=4)[CH:31]=3)[CH2:12][CH2:11]2)[CH:5]=[CH:6][CH:7]=1. The catalyst class is: 68. (4) Reactant: CCN(C(C)C)C(C)C.[C:10]([O:14][C:15]([NH:17][C@H:18]1[CH2:24][CH2:23][S:22][C@H:21]2[CH2:25][CH2:26][CH2:27][C@@H:28]([C:29](O)=[O:30])[N:20]2[C:19]1=[O:32])=[O:16])([CH3:13])([CH3:12])[CH3:11].[S:33]1[CH:37]=[CH:36][N:35]=[C:34]1[NH2:38].ON1C2N=CC=CC=2N=N1.C(Cl)CCl. The catalyst class is: 3. Product: [O:32]=[C:19]1[C@@H:18]([NH:17][C:15](=[O:16])[O:14][C:10]([CH3:11])([CH3:12])[CH3:13])[CH2:24][CH2:23][S:22][C@H:21]2[CH2:25][CH2:26][CH2:27][C@@H:28]([C:29](=[O:30])[NH:38][C:34]3[S:33][CH:37]=[CH:36][N:35]=3)[N:20]12.